Dataset: Reaction yield outcomes from USPTO patents with 853,638 reactions. Task: Predict the reaction yield, written as a fraction of the theoretical maximum amount of product (1.0 means a 100% yield; for example, 0.34 means a 34% yield). (1) The product is [Cl:20][C:16]1[CH:15]=[C:14]2[C:19](=[CH:18][CH:17]=1)[C:6](=[O:7])[CH:8]([C:9]([O:11][CH3:12])=[O:10])[CH2:13]2. The catalyst is ClCCCl. The yield is 0.700. The reactants are [Cl-].[Al+3].[Cl-].[Cl-].Cl[C:6]([CH:8]([CH2:13][C:14]1[CH:19]=[CH:18][CH:17]=[C:16]([Cl:20])[CH:15]=1)[C:9]([O:11][CH3:12])=[O:10])=[O:7].Cl. (2) The reactants are [Br:1][C:2]1[CH:3]=[CH:4][C:5]([CH2:8][S:9]([CH3:12])(=[O:11])=[O:10])=[N:6][CH:7]=1.Br[CH2:14][CH2:15]Br. No catalyst specified. The product is [Br:1][C:2]1[CH:3]=[CH:4][C:5]([C:8]2([S:9]([CH3:12])(=[O:11])=[O:10])[CH2:15][CH2:14]2)=[N:6][CH:7]=1. The yield is 0.190. (3) The catalyst is C(Cl)Cl.O. The reactants are [F:1][C:2]1[CH:3]=[CH:4][C:5]([CH:8](O)[CH3:9])=[N:6][CH:7]=1.C(N(CC)CC)C.CS(Cl)(=O)=O.[N-:23]=[N+:24]=[N-:25].[Na+]. The product is [N:23]([CH:8]([C:5]1[CH:4]=[CH:3][C:2]([F:1])=[CH:7][N:6]=1)[CH3:9])=[N+:24]=[N-:25]. The yield is 0.870. (4) The reactants are [C:1]([C:3]1[CH:4]=[C:5]([CH:31]([CH3:33])[CH3:32])[C:6]2[O:10][C:9]([C:11]3[CH:29]=[CH:28][C:14]([C:15]([NH:17][CH2:18][C@H:19]4[CH2:24][CH2:23][C@H:22]([CH2:25][CH:26]=[O:27])[CH2:21][CH2:20]4)=[O:16])=[CH:13][CH:12]=3)=[N:8][C:7]=2[CH:30]=1)#[N:2].CC(=CC)C.Cl([O-])=[O:40].[Na+].P([O-])(O)(O)=O.[Na+]. The catalyst is C(O)(C)(C)C.O.C(OCC)(=O)C. The product is [C:1]([C:3]1[CH:4]=[C:5]([CH:31]([CH3:33])[CH3:32])[C:6]2[O:10][C:9]([C:11]3[CH:29]=[CH:28][C:14]([C:15]([NH:17][CH2:18][C@H:19]4[CH2:20][CH2:21][C@H:22]([CH2:25][C:26]([OH:40])=[O:27])[CH2:23][CH2:24]4)=[O:16])=[CH:13][CH:12]=3)=[N:8][C:7]=2[CH:30]=1)#[N:2]. The yield is 1.00. (5) The reactants are [CH3:1][O:2][C:3]([C:5]1[N:6]=[CH:7][C:8]([N:11]2[CH2:16][CH2:15][N:14]([C:17]3[N:18]=[N:19][C:20](Cl)=[C:21]([CH3:24])[C:22]=3[CH3:23])[CH2:13][C@H:12]2[CH3:26])=[N:9][CH:10]=1)=[O:4].[C:27]1([OH:33])[CH:32]=[CH:31][CH:30]=[CH:29][CH:28]=1.P([O-])([O-])([O-])=O.[K+].[K+].[K+].CC(C1C=C(C(C)C)C(C2C=CC=CC=2P(C2CCCCC2)C2CCCCC2)=C(C(C)C)C=1)C. The catalyst is C1(C)C=CC=CC=1.C([O-])(=O)C.[Pd+2].C([O-])(=O)C. The product is [CH3:1][O:2][C:3]([C:5]1[N:6]=[CH:7][C:8]([N:11]2[CH2:16][CH2:15][N:14]([C:17]3[N:18]=[N:19][C:20]([O:33][C:27]4[CH:32]=[CH:31][CH:30]=[CH:29][CH:28]=4)=[C:21]([CH3:24])[C:22]=3[CH3:23])[CH2:13][C@H:12]2[CH3:26])=[N:9][CH:10]=1)=[O:4]. The yield is 0.220. (6) The reactants are [F:1][C:2]([F:7])([F:6])[C:3]([OH:5])=[O:4].[C:8]1([C:14]2[CH:19]=[C:18]([CH:20]3[CH2:25][CH2:24][N:23]([C:26](=[O:32])[CH2:27][NH:28]CCO)[CH2:22][CH2:21]3)[CH:17]=[CH:16][C:15]=2[NH:33][C:34]([C:36]2[NH:37][CH:38]=[C:39]([C:41]#[N:42])[N:40]=2)=[O:35])[CH2:13][CH2:12][CH2:11][CH2:10][CH:9]=1.[BH-](OC(C)=O)(OC(C)=O)[O:44][C:45]([CH3:47])=O.[Na+].C=O. The catalyst is CO. The product is [C:3]([OH:5])([C:2]([F:7])([F:6])[F:1])=[O:4].[F:1][C:2]([F:7])([F:6])[C:3]([OH:5])=[O:4].[C:8]1([C:14]2[CH:19]=[C:18]([CH:20]3[CH2:21][CH2:22][N:23]([C:26](=[O:32])[C:27]([CH3:2])([NH2:28])[CH2:47][CH2:45][OH:44])[CH2:24][CH2:25]3)[CH:17]=[CH:16][C:15]=2[NH:33][C:34]([C:36]2[NH:37][CH:38]=[C:39]([C:41]#[N:42])[N:40]=2)=[O:35])[CH2:13][CH2:12][CH2:11][CH2:10][CH:9]=1. The yield is 0.00100. (7) The reactants are Br[C:2]1[CH:7]=[CH:6][C:5]([CH:8]([N:13]2[CH2:27][CH2:26][C:16]3([O:21][CH2:20][C:19](=[O:22])[N:18]([CH:23]4[CH2:25][CH2:24]4)[CH2:17]3)[CH2:15][CH2:14]2)[C:9]([NH:11][CH3:12])=[O:10])=[C:4]([F:28])[CH:3]=1.CC1(C)C(C)(C)OB([C:37]2[CH:46]=[C:45]3[C:40]([CH:41]=[CH:42][CH:43]=[N:44]3)=[CH:39][CH:38]=2)O1.C(=O)([O-])[O-].[K+].[K+]. The catalyst is O1CCOCC1.C1C=CC(P(C2C=CC=CC=2)[C-]2C=CC=C2)=CC=1.C1C=CC(P(C2C=CC=CC=2)[C-]2C=CC=C2)=CC=1.Cl[Pd]Cl.[Fe+2].C(Cl)Cl. The product is [CH:23]1([N:18]2[CH2:17][C:16]3([CH2:26][CH2:27][N:13]([CH:8]([C:5]4[CH:6]=[CH:7][C:2]([C:37]5[CH:46]=[C:45]6[C:40]([CH:41]=[CH:42][CH:43]=[N:44]6)=[CH:39][CH:38]=5)=[CH:3][C:4]=4[F:28])[C:9]([NH:11][CH3:12])=[O:10])[CH2:14][CH2:15]3)[O:21][CH2:20][C:19]2=[O:22])[CH2:25][CH2:24]1. The yield is 0.250. (8) The reactants are [CH:1]1([C:4]([NH:6][C:7]2[N:8]=[C:9]3[CH:14]=[CH:13][C:12]([O:15][C:16]4[CH:17]=[CH:18][C:19]([CH3:32])=[C:20]([NH:22][C:23]([C:25]5[N:29]([CH3:30])[N:28]=[C:27]([CH3:31])[CH:26]=5)=[O:24])[CH:21]=4)=[N:11][N:10]3[CH:33]=2)=[O:5])[CH2:3][CH2:2]1.[CH3:34][S:35]([OH:38])(=[O:37])=[O:36]. The catalyst is C(O)C. The product is [CH3:34][S:35]([OH:38])(=[O:37])=[O:36].[CH:1]1([C:4]([NH:6][C:7]2[N:8]=[C:9]3[CH:14]=[CH:13][C:12]([O:15][C:16]4[CH:17]=[CH:18][C:19]([CH3:32])=[C:20]([NH:22][C:23]([C:25]5[N:29]([CH3:30])[N:28]=[C:27]([CH3:31])[CH:26]=5)=[O:24])[CH:21]=4)=[N:11][N:10]3[CH:33]=2)=[O:5])[CH2:3][CH2:2]1. The yield is 0.670. (9) The reactants are [F:1][C:2]([F:18])([C:8]1[CH:13]=[CH:12][CH:11]=[C:10]([O:14][CH2:15][O:16][CH3:17])[CH:9]=1)[C:3]([O:5]CC)=[O:4].O.[OH-].[Li+].S(=O)(=O)(O)[O-].[K+]. The catalyst is CO.O1CCCC1.O.O. The product is [F:1][C:2]([F:18])([C:8]1[CH:13]=[CH:12][CH:11]=[C:10]([O:14][CH2:15][O:16][CH3:17])[CH:9]=1)[C:3]([OH:5])=[O:4]. The yield is 0.640. (10) The reactants are [Br:1][C:2]1[CH:3]=[C:4]2[C:9](=[CH:10][CH:11]=1)[N:8]=[CH:7][CH:6]=[C:5]2Cl.[CH3:13][O-:14].[Na+]. The catalyst is CO. The product is [Br:1][C:2]1[CH:3]=[C:4]2[C:9](=[CH:10][CH:11]=1)[N:8]=[CH:7][CH:6]=[C:5]2[O:14][CH3:13]. The yield is 0.510.